From a dataset of Catalyst prediction with 721,799 reactions and 888 catalyst types from USPTO. Predict which catalyst facilitates the given reaction. (1) Reactant: [H-].[Na+].[NH2:3]/[C:4](/[C:11]([F:14])([F:13])[F:12])=[CH:5]\[C:6](OCC)=[O:7].[Cl:15][C:16]1[C:21]([O:22][CH:23]([CH3:25])[CH3:24])=[CH:20][C:19]([N:26]=[C:27]=[O:28])=[C:18]([F:29])[CH:17]=1.[N+:30](C1C=C([N+]([O-])=O)C=CC=1ON)([O-])=O. Product: [NH2:30][N:3]1[C:4]([C:11]([F:14])([F:13])[F:12])=[CH:5][C:6](=[O:7])[N:26]([C:19]2[CH:20]=[C:21]([O:22][CH:23]([CH3:24])[CH3:25])[C:16]([Cl:15])=[CH:17][C:18]=2[F:29])[C:27]1=[O:28]. The catalyst class is: 885. (2) Reactant: [NH:1]1[C:5]2[CH:6]=[CH:7][CH:8]=[CH:9][C:4]=2[N:3]=[C:2]1[CH2:10][N:11]([CH2:22][C:23]1[CH:30]=[CH:29][C:26]([CH:27]=O)=[CH:25][CH:24]=1)[CH:12]1[C:21]2[N:20]=[CH:19][CH:18]=[CH:17][C:16]=2[CH2:15][CH2:14][CH2:13]1.[NH2:31][C:32]1[NH:33][C:34]2[CH:40]=[CH:39][CH:38]=[CH:37][C:35]=2[N:36]=1.[BH3-]C#N.[Na+]. Product: [NH:33]1[C:34]2[CH:40]=[CH:39][CH:38]=[CH:37][C:35]=2[N:36]=[C:32]1[NH:31][CH2:27][C:26]1[CH:29]=[CH:30][C:23]([CH2:22][N:11]([CH2:10][C:2]2[NH:3][C:4]3[CH:9]=[CH:8][CH:7]=[CH:6][C:5]=3[N:1]=2)[CH:12]2[C:21]3[N:20]=[CH:19][CH:18]=[CH:17][C:16]=3[CH2:15][CH2:14][CH2:13]2)=[CH:24][CH:25]=1. The catalyst class is: 5. (3) Reactant: [CH:1]1([N:6]2[C:15]3[N:14]=[C:13]([NH:16][C:17]4[CH:18]=[CH:19][C:20]([C:28](O)=[O:29])=[C:21]5[C:25]=4[O:24][C:23]([CH3:27])([CH3:26])[CH2:22]5)[N:12]=[CH:11][C:10]=3[N:9]([CH3:31])[C:8](=[O:32])[C@H:7]2[CH2:33][CH3:34])[CH2:5][CH2:4][CH2:3][CH2:2]1.[CH:35]1([CH2:38][N:39]2[CH2:44][CH2:43][N:42]([C@@H:45]3[CH2:50][CH2:49][C@H:48]([NH2:51])[CH2:47][CH2:46]3)[CH2:41][CH2:40]2)[CH2:37][CH2:36]1.F[B-](F)(F)F.N1(OC(N(C)C)=[N+](C)C)C2C=CC=CC=2N=N1.C(N(C(C)C)CC)(C)C.C(=O)(O)[O-].[Na+]. Product: [CH:1]1([N:6]2[C:15]3[N:14]=[C:13]([NH:16][C:17]4[CH:18]=[CH:19][C:20]([C:28]([NH:51][C@H:48]5[CH2:47][CH2:46][C@@H:45]([N:42]6[CH2:41][CH2:40][N:39]([CH2:38][CH:35]7[CH2:36][CH2:37]7)[CH2:44][CH2:43]6)[CH2:50][CH2:49]5)=[O:29])=[C:21]5[C:25]=4[O:24][C:23]([CH3:27])([CH3:26])[CH2:22]5)[N:12]=[CH:11][C:10]=3[N:9]([CH3:31])[C:8](=[O:32])[C@H:7]2[CH2:33][CH3:34])[CH2:5][CH2:4][CH2:3][CH2:2]1. The catalyst class is: 4. (4) Reactant: [F:1][C:2]([F:22])([F:21])[O:3][C:4]1[CH:9]=[CH:8][C:7](OS(C2C=CC(C)=CC=2)(=O)=O)=[CH:6][CH:5]=1.[C:23]([C:25]1[CH2:30][CH2:29][CH2:28][CH2:27][CH:26]=1)#[CH:24]. Product: [C:25]1([C:23]#[C:24][C:7]2[CH:6]=[CH:5][C:4]([O:3][C:2]([F:1])([F:21])[F:22])=[CH:9][CH:8]=2)[CH2:30][CH2:29][CH2:28][CH2:27][CH:26]=1. The catalyst class is: 194.